This data is from Peptide-MHC class I binding affinity with 185,985 pairs from IEDB/IMGT. The task is: Regression. Given a peptide amino acid sequence and an MHC pseudo amino acid sequence, predict their binding affinity value. This is MHC class I binding data. (1) The peptide sequence is LHPLARTAK. The MHC is HLA-B07:02 with pseudo-sequence HLA-B07:02. The binding affinity (normalized) is 0. (2) The peptide sequence is LMSAAIKDNR. The MHC is HLA-A31:01 with pseudo-sequence HLA-A31:01. The binding affinity (normalized) is 0.613. (3) The peptide sequence is NLFEIEWEE. The MHC is HLA-A03:01 with pseudo-sequence HLA-A03:01. The binding affinity (normalized) is 0.0847. (4) The peptide sequence is IVTDFSVIK. The MHC is HLA-B40:01 with pseudo-sequence HLA-B40:01. The binding affinity (normalized) is 0. (5) The MHC is HLA-B44:02 with pseudo-sequence HLA-B44:02. The binding affinity (normalized) is 0.452. The peptide sequence is REDQWCGSLI. (6) The peptide sequence is RAWGRRLMI. The MHC is HLA-B15:17 with pseudo-sequence HLA-B15:17. The binding affinity (normalized) is 1.00. (7) The peptide sequence is LTDSLSSQMT. The MHC is HLA-A02:01 with pseudo-sequence HLA-A02:01. The binding affinity (normalized) is 0.133.